From a dataset of Retrosynthesis with 50K atom-mapped reactions and 10 reaction types from USPTO. Predict the reactants needed to synthesize the given product. The reactants are: O=C(Nc1ccc2cc1CCc1cccc(c1)Nc1ncc(Cl)c(n1)N2)[C@@H]1CCCN1.O=C=Nc1ccccc1. Given the product O=C(O)C(F)(F)F, predict the reactants needed to synthesize it.